Dataset: Catalyst prediction with 721,799 reactions and 888 catalyst types from USPTO. Task: Predict which catalyst facilitates the given reaction. (1) Reactant: [CH3:1][O:2][C:3]1[CH:8]=[C:7]([N:9]2[C:14](=[O:15])[NH:13][C:12]3[N:16]=[CH:17][CH:18]=[CH:19][C:11]=3[S:10]2(=[O:21])=[O:20])[CH:6]=[C:5]([O:22][CH3:23])[N:4]=1.[Cl:24][C:25]1[CH:32]=[C:31]([F:33])[CH:30]=[C:29]([F:34])[C:26]=1[CH2:27]O.CN(C(/N=N/C(N(C)C)=O)=O)C.C1(P(C2C=CC=CC=2)C2C=CC=CC=2)C=CC=CC=1.COC1C=C(N2C(=O)N(CC3C(C)=CC(F)=CN=3)C3C=CC=CC=3S2(=O)=O)C=C(OC)N=1. Product: [Cl:24][C:25]1[CH:32]=[C:31]([F:33])[CH:30]=[C:29]([F:34])[C:26]=1[CH2:27][N:13]1[C:12]2[N:16]=[CH:17][CH:18]=[CH:19][C:11]=2[S:10](=[O:21])(=[O:20])[N:9]([C:7]2[CH:6]=[C:5]([O:22][CH3:23])[N:4]=[C:3]([O:2][CH3:1])[CH:8]=2)[C:14]1=[O:15]. The catalyst class is: 2. (2) Product: [C:7]([C:9]1[C:10]([N:21]2[CH2:22][C:23]([CH3:25])([C:26]([OH:28])=[O:27])[CH2:24]2)=[N:11][C:12]([CH3:20])=[C:13]([C:14]([O:16][CH2:17][CH3:18])=[O:15])[CH:19]=1)#[N:8]. Reactant: C[Si](C)(C)[O-].[K+].[C:7]([C:9]1[C:10]([N:21]2[CH2:24][C:23]([C:26]([O:28]C)=[O:27])([CH3:25])[CH2:22]2)=[N:11][C:12]([CH3:20])=[C:13]([CH:19]=1)[C:14]([O:16][CH2:17][CH3:18])=[O:15])#[N:8].Cl. The catalyst class is: 1. (3) Reactant: [CH3:1][O:2][C:3]([C:5]1([CH2:17][CH:18]=O)[CH2:9][CH2:8][CH2:7][N:6]1[C:10]([O:12][C:13]([CH3:16])([CH3:15])[CH3:14])=[O:11])=[O:4].Cl.[CH3:21][O:22][C:23](=[O:27])[C@H:24]([CH3:26])[NH2:25].C(N(CC)CC)C. Product: [CH3:1][O:2][C:3]([C:5]1([CH2:17][CH2:18][NH:25][C@H:24]([C:23]([O:22][CH3:21])=[O:27])[CH3:26])[CH2:9][CH2:8][CH2:7][N:6]1[C:10]([O:12][C:13]([CH3:14])([CH3:15])[CH3:16])=[O:11])=[O:4]. The catalyst class is: 11. (4) Reactant: C([O:4][CH2:5][CH2:6][O:7][C:8]1[CH:13]=[CH:12][C:11]([CH2:14][CH2:15][N:16]2[CH2:20][C@@H:19]([C:21]3[CH:32]=[CH:31][C:24]4[O:25][C:26]([CH3:30])([CH3:29])[O:27][CH2:28][C:23]=4[CH:22]=3)[O:18][C:17]2=[O:33])=[CH:10][CH:9]=1)(=O)C.O([Si](C)(C)C)[K].P([O-])([O-])([O-])=O.O. Product: [CH3:29][C:26]1([CH3:30])[O:25][C:24]2[CH:31]=[CH:32][C:21]([C@H:19]3[O:18][C:17](=[O:33])[N:16]([CH2:15][CH2:14][C:11]4[CH:10]=[CH:9][C:8]([O:7][CH2:6][CH2:5][OH:4])=[CH:13][CH:12]=4)[CH2:20]3)=[CH:22][C:23]=2[CH2:28][O:27]1. The catalyst class is: 1. (5) The catalyst class is: 143. Reactant: [S:1](Cl)([C:4]1[CH:10]=[CH:9][C:7]([CH3:8])=[CH:6][CH:5]=1)(=[O:3])=[O:2].C(NC(C)C)(C)C.[C:19]1([CH3:29])[CH:24]=[CH:23][C:22]([CH2:25][CH2:26][CH2:27][OH:28])=[CH:21][CH:20]=1.[Cl-].[NH4+]. Product: [C:19]1([CH3:29])[CH:20]=[CH:21][C:22]([CH2:25][CH2:26][CH2:27][O:28][S:1]([C:4]2[CH:10]=[CH:9][C:7]([CH3:8])=[CH:6][CH:5]=2)(=[O:3])=[O:2])=[CH:23][CH:24]=1. (6) Reactant: [CH:1]1([S:4]([C:7]2[CH:12]=[CH:11][C:10]([CH:13]([C:21]3[NH:25][C:24]([C:26]4[N:31]=[CH:30]C(CC#N)=C[CH:27]=4)=[CH:23][CH:22]=3)[CH2:14][CH:15]3CCO[CH2:17][CH2:16]3)=[CH:9][CH:8]=2)(=[O:6])=[O:5])[CH2:3][CH2:2]1.[O:35]1[CH2:39][CH2:38][CH2:37][CH2:36]1.[CH2:40]([OH:42])[CH3:41].[OH-:43].[Na+]. Product: [CH:1]1([S:4]([C:7]2[CH:8]=[CH:9][C:10]([CH:13]([C:21]3[NH:25][C:24]([C:26]4[N:31]=[CH:30][C:37]([CH2:38][C:39]([OH:35])=[O:43])=[CH:36][CH:27]=4)=[CH:23][CH:22]=3)[CH2:14][CH:15]3[CH2:16][CH2:17][O:42][CH2:40][CH2:41]3)=[CH:11][CH:12]=2)(=[O:6])=[O:5])[CH2:2][CH2:3]1. The catalyst class is: 15.